Dataset: Reaction yield outcomes from USPTO patents with 853,638 reactions. Task: Predict the reaction yield, written as a fraction of the theoretical maximum amount of product (1.0 means a 100% yield; for example, 0.34 means a 34% yield). The reactants are Br[C:2]1[C:16]([CH3:17])=[CH:15][C:5]([O:6][CH2:7][O:8][CH2:9][CH2:10][Si:11]([CH3:14])([CH3:13])[CH3:12])=[C:4]([Cl:18])[CH:3]=1.COC1C(OCOCC[Si](C)(C)C)=CC(C)=C([B:27]([OH:29])[OH:28])C=1. No catalyst specified. The product is [Cl:18][C:4]1[C:5]([O:6][CH2:7][O:8][CH2:9][CH2:10][Si:11]([CH3:14])([CH3:13])[CH3:12])=[CH:15][C:16]([CH3:17])=[C:2]([B:27]([OH:29])[OH:28])[CH:3]=1. The yield is 0.540.